This data is from Full USPTO retrosynthesis dataset with 1.9M reactions from patents (1976-2016). The task is: Predict the reactants needed to synthesize the given product. (1) Given the product [CH2:26]([N:11]([C:9]([O:8][CH2:1][C:2]1[CH:3]=[CH:4][CH:5]=[CH:6][CH:7]=1)=[O:10])[CH2:12][C:13]([N:37]1[CH2:40][CH2:39][CH2:38][C@H:36]1[C:35]([OH:34])=[O:41])=[O:15])[C:16]1[CH:21]=[CH:20][CH:19]=[CH:18][CH:17]=1, predict the reactants needed to synthesize it. The reactants are: [CH2:1]([O:8][C:9]([NH:11][CH2:12][C:13]([OH:15])=O)=[O:10])[C:2]1[CH:7]=[CH:6][CH:5]=[CH:4][CH:3]=1.[C:16]1([CH3:26])[CH:21]=[CH:20][C:19](S(O)(=O)=O)=[CH:18][CH:17]=1.C([O:34][C:35](=[O:41])[C@H:36]([CH2:38][CH2:39][CH3:40])[NH2:37])C1C=CC=CC=1.C1(N=C=NC2CCCCC2)CCCCC1. (2) Given the product [CH2:19]1[C:20]2[C:21](=[CH:34][CH:33]=[C:32]([NH:31][C:27]3[N:26]=[C:25]([C:24]4[C:16]([C:12]5[CH:11]=[C:10]([NH:9][C:7](=[O:8])[CH2:6][C:2]6[S:1][CH:5]=[CH:4][CH:3]=6)[CH:15]=[CH:14][CH:13]=5)=[N:17][N:18]5[CH:23]=[CH:22][CH:21]=[CH:20][C:19]=45)[CH:30]=[CH:29][N:28]=3)[CH:41]=2)[CH2:22][CH2:23][NH:18]1, predict the reactants needed to synthesize it. The reactants are: [S:1]1[CH:5]=[CH:4][CH:3]=[C:2]1[CH2:6][C:7]([NH:9][C:10]1[CH:15]=[CH:14][CH:13]=[C:12]([C:16]2[C:24]([C:25]3[CH:30]=[CH:29][N:28]=[C:27]([NH:31][C:32]4[CH:41]=C5C(CCCN5C(=O)C(F)(F)F)=[CH:34][CH:33]=4)[N:26]=3)=[C:19]3[CH:20]=[CH:21][CH:22]=[CH:23][N:18]3[N:17]=2)[CH:11]=1)=[O:8].[Li+].[OH-].